Predict the product of the given reaction. From a dataset of Forward reaction prediction with 1.9M reactions from USPTO patents (1976-2016). Given the reactants [C:1]([O:5][C:6]([NH:8][C@H:9]1[CH2:13][CH2:12][N:11]([C:14]2[N:23]=[C:22]3[C:17]([C:18](=[O:40])[C:19]([C:35]([O:37]CC)=[O:36])=[CH:20][N:21]3[CH2:24][C:25]3[CH:30]=[CH:29][C:28]([O:31][CH3:32])=[CH:27][C:26]=3[O:33][CH3:34])=[CH:16][C:15]=2[F:41])[CH2:10]1)=[O:7])([CH3:4])([CH3:3])[CH3:2].[Li+].[OH-], predict the reaction product. The product is: [C:1]([O:5][C:6]([NH:8][C@H:9]1[CH2:13][CH2:12][N:11]([C:14]2[N:23]=[C:22]3[C:17]([C:18](=[O:40])[C:19]([C:35]([OH:37])=[O:36])=[CH:20][N:21]3[CH2:24][C:25]3[CH:30]=[CH:29][C:28]([O:31][CH3:32])=[CH:27][C:26]=3[O:33][CH3:34])=[CH:16][C:15]=2[F:41])[CH2:10]1)=[O:7])([CH3:4])([CH3:2])[CH3:3].